From a dataset of Full USPTO retrosynthesis dataset with 1.9M reactions from patents (1976-2016). Predict the reactants needed to synthesize the given product. (1) Given the product [NH2:26][C@@H:12]1[CH2:11][C@H:10]([CH2:9][OH:8])[C@@H:14]([O:15][Si:16]([CH:17]([CH3:19])[CH3:18])([CH:23]([CH3:25])[CH3:24])[CH:20]([CH3:22])[CH3:21])[CH2:13]1, predict the reactants needed to synthesize it. The reactants are: [Si]([O:8][CH2:9][C@@H:10]1[C@@H:14]([O:15][Si:16]([CH:23]([CH3:25])[CH3:24])([CH:20]([CH3:22])[CH3:21])[CH:17]([CH3:19])[CH3:18])[CH2:13][C@H:12]([NH2:26])[CH2:11]1)(C(C)(C)C)(C)C.Cl.C(=O)([O-])[O-].[Na+].[Na+].C(Cl)Cl. (2) Given the product [C:14]1([NH:13][C:11]([C:9]2[N:10]=[C:5]3[CH:4]=[CH:3][C:2]([CH:20]=[CH2:21])=[CH:7][N:6]3[CH:8]=2)=[O:12])[CH:19]=[CH:18][CH:17]=[CH:16][CH:15]=1, predict the reactants needed to synthesize it. The reactants are: I[C:2]1[CH:3]=[CH:4][C:5]2[N:6]([CH:8]=[C:9]([C:11]([NH:13][C:14]3[CH:19]=[CH:18][CH:17]=[CH:16][CH:15]=3)=[O:12])[N:10]=2)[CH:7]=1.[CH2:20](C([Sn])=C(CCCC)CCCC)[CH2:21]CC. (3) Given the product [CH3:2][N:3]1[CH:7]=[C:6]([C:8]2[N:13]=[C:12]([C:14]3[CH:15]=[N:16][N:17]([C:19]4([CH2:23][C:24]#[N:25])[CH2:22][N:21]([CH:31]5[CH2:32][O:29][CH2:30]5)[CH2:20]4)[CH:18]=3)[N:11]3[CH:26]=[CH:27][N:28]=[C:10]3[CH:9]=2)[CH:5]=[N:4]1, predict the reactants needed to synthesize it. The reactants are: Cl.[CH3:2][N:3]1[CH:7]=[C:6]([C:8]2[N:13]=[C:12]([C:14]3[CH:15]=[N:16][N:17]([C:19]4([CH2:23][C:24]#[N:25])[CH2:22][NH:21][CH2:20]4)[CH:18]=3)[N:11]3[CH:26]=[CH:27][N:28]=[C:10]3[CH:9]=2)[CH:5]=[N:4]1.[O:29]1[CH2:32][C:31](=O)[CH2:30]1.C(O)(=O)C.C([BH3-])#N.[Na+]. (4) Given the product [S:15]([O-:19])([O-:18])(=[O:17])=[O:16].[CH:1](=[NH:6])[CH2:2][CH2:3][CH2:4][CH3:5].[Co+3:7].[S:15]([O-:19])([O-:18])(=[O:17])=[O:16].[S:15]([O-:19])([O-:18])(=[O:17])=[O:16].[Co+3:7], predict the reactants needed to synthesize it. The reactants are: [CH:1](=[NH:6])[CH2:2][CH2:3][CH2:4][CH3:5].[Co+2:7].C(=N)CCCC.[Co+3].[S:15](=[O:19])(=[O:18])([OH:17])[OH:16].